Dataset: Peptide-MHC class I binding affinity with 185,985 pairs from IEDB/IMGT. Task: Regression. Given a peptide amino acid sequence and an MHC pseudo amino acid sequence, predict their binding affinity value. This is MHC class I binding data. (1) The peptide sequence is NFACTELKL. The MHC is H-2-Kd with pseudo-sequence H-2-Kd. The binding affinity (normalized) is 0. (2) The peptide sequence is YSAMIHPGRI. The MHC is H-2-Kb with pseudo-sequence H-2-Kb. The binding affinity (normalized) is 0.196. (3) The peptide sequence is ARFWVGLAK. The MHC is HLA-A03:01 with pseudo-sequence HLA-A03:01. The binding affinity (normalized) is 0.468. (4) The peptide sequence is APRELLQYI. The MHC is HLA-B35:01 with pseudo-sequence HLA-B35:01. The binding affinity (normalized) is 0.0847. (5) The peptide sequence is GLLASAPGI. The MHC is HLA-A69:01 with pseudo-sequence HLA-A69:01. The binding affinity (normalized) is 0.364.